From a dataset of Reaction yield outcomes from USPTO patents with 853,638 reactions. Predict the reaction yield, written as a fraction of the theoretical maximum amount of product (1.0 means a 100% yield; for example, 0.34 means a 34% yield). The reactants are [F:1][C:2]1[CH:28]=[CH:27][C:5]([C:6]([C:8]2[CH:9]=[N:10][C:11]([N:14]3[CH2:19][CH2:18][N:17](C(OC(C)(C)C)=O)[CH2:16][CH2:15]3)=[N:12][CH:13]=2)=[O:7])=[CH:4][CH:3]=1.Cl. The catalyst is O1CCOCC1. The product is [F:1][C:2]1[CH:28]=[CH:27][C:5]([C:6]([C:8]2[CH:9]=[N:10][C:11]([N:14]3[CH2:19][CH2:18][NH:17][CH2:16][CH2:15]3)=[N:12][CH:13]=2)=[O:7])=[CH:4][CH:3]=1. The yield is 0.900.